The task is: Predict the product of the given reaction.. This data is from Forward reaction prediction with 1.9M reactions from USPTO patents (1976-2016). (1) Given the reactants [CH2:1]([C:4]1([OH:14])[CH2:9][CH2:8][N:7]([S:10]([CH3:13])(=[O:12])=[O:11])[CH2:6][CH2:5]1)[CH:2]=C.N1C(C)=CC=CC=1C.I([O-])(=O)(=O)=[O:24].[Na+].C([O-])(O)=O.[Na+], predict the reaction product. The product is: [OH:14][C:4]1([CH2:1][CH:2]=[O:24])[CH2:9][CH2:8][N:7]([S:10]([CH3:13])(=[O:12])=[O:11])[CH2:6][CH2:5]1. (2) Given the reactants [OH:1][C:2]1[CH:7]=[CH:6][N:5]=[CH:4][C:3]=1[C:8]([O:10][CH3:11])=[O:9].C(O)(=O)C.[Br:16]N1C(=O)CCC1=O, predict the reaction product. The product is: [Br:16][C:7]1[C:2]([OH:1])=[C:3]([C:8]([O:10][CH3:11])=[O:9])[CH:4]=[N:5][CH:6]=1. (3) Given the reactants [CH3:1][S:2]([C:5]([C:8]1[CH:9]=[C:10]2[C:15](=[C:16]([C:18]3[CH:23]=[CH:22][CH:21]=[C:20]([C:24]4[CH:29]=[CH:28][CH:27]=[C:26](SC)[N:25]=4)[CH:19]=3)[CH:17]=1)[N:14]=[CH:13][CH:12]=[CH:11]2)([CH3:7])[CH3:6])(=O)=[O:3].CO.[C:34]([O-])(O)=O.[Na+].O[O:40][S:41]([O-:43])=O.[K+].[OH2:45], predict the reaction product. The product is: [CH3:1][S:2]([C:5]([C:8]1[CH:9]=[C:10]2[C:15](=[C:16]([C:18]3[CH:23]=[CH:22][CH:21]=[C:20]([C:24]4[CH:29]=[CH:28][CH:27]=[C:26]([S:41]([CH3:34])(=[O:43])=[O:40])[N:25]=4)[CH:19]=3)[CH:17]=1)[N:14]=[CH:13][CH:12]=[CH:11]2)([CH3:7])[CH3:6])(=[O:3])=[O:45]. (4) Given the reactants [S:1]1[C:5]2[CH:6]=[CH:7][CH:8]=[CH:9][C:4]=2[N:3]=[C:2]1[NH:10][C:11]([C:13]1[CH:14]=[CH:15][CH:16]=[C:17]2[C:22]=1[CH2:21][N:20]([C:23]1[N:28]=[C:27]([C:29]([OH:31])=[O:30])[C:26]([CH2:32][CH2:33][CH2:34][O:35][C:36]3[CH:41]=[CH:40][CH:39]=[C:38](N4CCN(C)CC4)[CH:37]=3)=[CH:25][CH:24]=1)[CH2:19][CH2:18]2)=[O:12].[N:49]1([CH2:54][CH2:55][O:56]C2C=CC(O)=CC=2)[CH2:53][CH2:52][CH2:51][CH2:50]1, predict the reaction product. The product is: [S:1]1[C:5]2[CH:6]=[CH:7][CH:8]=[CH:9][C:4]=2[N:3]=[C:2]1[NH:10][C:11]([C:13]1[CH:14]=[CH:15][CH:16]=[C:17]2[C:22]=1[CH2:21][N:20]([C:23]1[N:28]=[C:27]([C:29]([OH:31])=[O:30])[C:26]([CH2:32][CH2:33][CH2:34][O:35][C:36]3[CH:41]=[CH:40][C:39]([O:56][CH2:55][CH2:54][N:49]4[CH2:53][CH2:52][CH2:51][CH2:50]4)=[CH:38][CH:37]=3)=[CH:25][CH:24]=1)[CH2:19][CH2:18]2)=[O:12].